This data is from Full USPTO retrosynthesis dataset with 1.9M reactions from patents (1976-2016). The task is: Predict the reactants needed to synthesize the given product. (1) Given the product [CH3:1][N:2]1[CH2:3][CH2:4][N:5]([CH2:8][C:9]2[CH:10]=[CH:11][C:12]3[N:16]=[CH:15][N:14]([C:17]4[S:18][C:19]([C:28]([NH2:33])=[O:29])=[C:20]([C:22]5[CH:23]=[CH:24][CH:25]=[CH:26][CH:27]=5)[N:21]=4)[C:13]=3[CH:31]=2)[CH2:6][CH2:7]1, predict the reactants needed to synthesize it. The reactants are: [CH3:1][N:2]1[CH2:7][CH2:6][N:5]([CH2:8][C:9]2[CH:10]=[CH:11][C:12]3[N:16]=[CH:15][N:14]([C:17]4[S:18][C:19]([C:28](O)=[O:29])=[C:20]([C:22]5[CH:27]=[CH:26][CH:25]=[CH:24][CH:23]=5)[N:21]=4)[C:13]=3[CH:31]=2)[CH2:4][CH2:3]1.C[N:33](C(N(C)C)=[N+]1C2C(=NC=CC=2)N=N1)C.F[P-](F)(F)(F)(F)F.[Cl-].[NH4+].C(N(C(C)C)C(C)C)C. (2) The reactants are: [C:1]([O:5][C:6]([NH:8][C@@:9]12[CH2:16][CH2:15][CH2:14][C@:13]1([CH3:17])[C:12](=[O:18])[N:11]([C@@H](C1C=CC=CC=1)C)[CH2:10]2)=[O:7])([CH3:4])([CH3:3])[CH3:2].[H][H]. Given the product [C:1]([O:5][C:6]([NH:8][C@@:9]12[CH2:16][CH2:15][CH2:14][C@:13]1([CH3:17])[C:12](=[O:18])[NH:11][CH2:10]2)=[O:7])([CH3:4])([CH3:2])[CH3:3], predict the reactants needed to synthesize it. (3) The reactants are: [CH3:1][C:2]1[NH:3][C:4]2[N:5]([CH:20]=1)[C:6](=O)[C:7]([C:13]1[CH:18]=[CH:17][CH:16]=[CH:15][CH:14]=1)=[C:8]([CH3:12])[C:9]=2[C:10]#[N:11].P(Cl)(Cl)([Cl:23])=O. Given the product [Cl:23][C:6]1[N:5]2[CH:20]=[C:2]([CH3:1])[N:3]=[C:4]2[C:9]([C:10]#[N:11])=[C:8]([CH3:12])[C:7]=1[C:13]1[CH:18]=[CH:17][CH:16]=[CH:15][CH:14]=1, predict the reactants needed to synthesize it. (4) Given the product [Cl:44][C:43]1[CH:42]=[CH:41][CH:40]=[C:39]([Cl:45])[C:38]=1[C:31]1[C:30]([CH2:29][O:1][C:2]2[CH:3]=[C:4]3[C:9](=[CH:10][CH:11]=2)[CH:8]=[C:7]([C:12]2[CH:17]=[CH:16][N:15]=[C:14]([C:18]([O:20][CH3:21])=[O:19])[CH:13]=2)[CH:6]=[CH:5]3)=[C:34]([CH:35]([CH3:37])[CH3:36])[O:33][N:32]=1, predict the reactants needed to synthesize it. The reactants are: [OH:1][C:2]1[CH:3]=[C:4]2[C:9](=[CH:10][CH:11]=1)[CH:8]=[C:7]([C:12]1[CH:17]=[CH:16][N:15]=[C:14]([C:18]([O:20][CH3:21])=[O:19])[CH:13]=1)[CH:6]=[CH:5]2.C(=O)([O-])[O-].[Cs+].[Cs+].Cl[CH2:29][C:30]1[C:31]([C:38]2[C:43]([Cl:44])=[CH:42][CH:41]=[CH:40][C:39]=2[Cl:45])=[N:32][O:33][C:34]=1[CH:35]([CH3:37])[CH3:36].C(OCC)(=O)C. (5) Given the product [Cl:1][C:2]1[S:3][C:4]([C:7](=[O:8])[CH3:9])=[CH:5][N:6]=1, predict the reactants needed to synthesize it. The reactants are: [Cl:1][C:2]1[S:3][C:4]([CH:7]=[O:8])=[CH:5][N:6]=1.[CH3:9][Mg+].[Br-]. (6) Given the product [Cl:17][C:18]1[CH:19]=[C:20]([NH:35][C:2]2[C:11]3[C:6](=[CH:7][C:8]([F:14])=[C:9]([O:12][CH3:13])[CH:10]=3)[N:5]=[CH:4][C:3]=2[C:15]#[N:16])[CH:21]=[CH:22][C:23]=1[S:24][C:25]1[N:26]([CH2:32][CH2:33][CH3:34])[C:27]([CH3:31])=[C:28]([CH3:30])[N:29]=1, predict the reactants needed to synthesize it. The reactants are: Cl[C:2]1[C:11]2[C:6](=[CH:7][C:8]([F:14])=[C:9]([O:12][CH3:13])[CH:10]=2)[N:5]=[CH:4][C:3]=1[C:15]#[N:16].[Cl:17][C:18]1[CH:19]=[C:20]([NH2:35])[CH:21]=[CH:22][C:23]=1[S:24][C:25]1[N:26]([CH2:32][CH2:33][CH3:34])[C:27]([CH3:31])=[C:28]([CH3:30])[N:29]=1.Cl.N1C=CC=CC=1.